Predict which catalyst facilitates the given reaction. From a dataset of Catalyst prediction with 721,799 reactions and 888 catalyst types from USPTO. (1) Reactant: [Mg].[CH2:2]([C@H:7]1[CH2:12][CH2:11][C@H:10]([C@H:13]2[CH2:18][CH2:17][C@H:16]([CH2:19]Cl)[CH2:15][CH2:14]2)[CH2:9][CH2:8]1)[CH2:3][CH2:4][CH2:5][CH3:6].[CH3:21][O:22][Si:23](OC)([O:26][CH3:27])[O:24][CH3:25]. Product: [CH2:2]([C@H:7]1[CH2:12][CH2:11][C@H:10]([C@H:13]2[CH2:18][CH2:17][C@H:16]([CH2:19][Si:23]([O:26][CH3:27])([O:24][CH3:25])[O:22][CH3:21])[CH2:15][CH2:14]2)[CH2:9][CH2:8]1)[CH2:3][CH2:4][CH2:5][CH3:6]. The catalyst class is: 1. (2) Reactant: [CH2:1]([N:8]([CH2:16][C:17]1[CH:22]=[CH:21][CH:20]=[CH:19][CH:18]=1)[CH:9]1[CH2:14][CH2:13][C:12](=[O:15])[CH2:11][CH2:10]1)[C:2]1[CH:7]=[CH:6][CH:5]=[CH:4][CH:3]=1.[CH3:23][Si]([N-][Si](C)(C)C)(C)C.[K+].[C:33]1(C)C=CC=CC=1.C(B(CC)CC)C.IC.[OH-].[Na+]. Product: [CH2:16]([N:8]([CH2:1][C:2]1[CH:3]=[CH:4][CH:5]=[CH:6][CH:7]=1)[C@H:9]1[CH2:10][CH2:11][C:12](=[O:15])[C@@H:13]([CH3:23])[CH2:14]1)[C:17]1[CH:22]=[CH:21][CH:20]=[CH:19][CH:18]=1.[CH2:16]([N:8]([CH2:1][C:2]1[CH:3]=[CH:4][CH:5]=[CH:6][CH:7]=1)[C@@H:9]1[CH2:10][CH2:11][C:12](=[O:15])[C@H:13]([CH3:33])[CH2:14]1)[C:17]1[CH:22]=[CH:21][CH:20]=[CH:19][CH:18]=1. The catalyst class is: 1. (3) Reactant: C(OC(=O)[NH:7][CH:8]([CH2:26][C:27]1[CH:32]=[C:31]([F:33])[C:30]([F:34])=[CH:29][C:28]=1[F:35])[CH2:9][C:10](=[O:25])[N:11]1[CH2:20][C:19]2[N:15]([CH:16]=[CH:17][N:18]=2)[C:14]2[CH:21]=[CH:22][CH:23]=[CH:24][C:13]=2[CH2:12]1)(C)(C)C.[F:37][C:38]([F:43])([F:42])[C:39]([OH:41])=[O:40]. Product: [F:37][C:38]([F:43])([F:42])[C:39]([OH:41])=[O:40].[NH2:7][CH:8]([CH2:26][C:27]1[CH:32]=[C:31]([F:33])[C:30]([F:34])=[CH:29][C:28]=1[F:35])[CH2:9][C:10]([N:11]1[CH2:20][C:19]2[N:15]([CH:16]=[CH:17][N:18]=2)[C:14]2[CH:21]=[CH:22][CH:23]=[CH:24][C:13]=2[CH2:12]1)=[O:25]. The catalyst class is: 2. (4) Reactant: [C:1]([O:5][C:6](=[O:29])[C:7]([O:10]/[N:11]=[C:12](/[C:16]1[N:17]=[C:18]([NH:21][C:22]([O:24][C:25]([CH3:28])([CH3:27])[CH3:26])=[O:23])[S:19][CH:20]=1)\[C:13](O)=[O:14])([CH3:9])[CH3:8])([CH3:4])([CH3:3])[CH3:2].CN(C(ON1N=NC2C=CC=NC1=2)=[N+](C)C)C.F[P-](F)(F)(F)(F)F.CCN(C(C)C)C(C)C.[C:63]([O:67][C:68](=[O:83])[NH:69][CH2:70][C:71](=[O:82])/[CH:72]=[C:73](\[NH2:81])/[CH2:74][C@@H:75]1[C@H:78]([NH2:79])[C:77](=[O:80])[NH:76]1)([CH3:66])([CH3:65])[CH3:64]. Product: [NH2:81]/[C:73](=[CH:72]\[C:71](=[O:82])[CH2:70][NH:69][C:68]([O:67][C:63]([CH3:66])([CH3:64])[CH3:65])=[O:83])/[CH2:74][C@@H:75]1[C@H:78]([NH:79][C:13](=[O:14])/[C:12](=[N:11]\[O:10][C:7]([CH3:9])([CH3:8])[C:6]([O:5][C:1]([CH3:4])([CH3:3])[CH3:2])=[O:29])/[C:16]2[N:17]=[C:18]([NH:21][C:22]([O:24][C:25]([CH3:28])([CH3:27])[CH3:26])=[O:23])[S:19][CH:20]=2)[C:77](=[O:80])[NH:76]1. The catalyst class is: 59. (5) Reactant: [CH3:1][N:2]1[CH2:8][CH2:7][CH2:6][N:5]([C:9]2[C:10]([NH2:28])=[N:11][CH:12]=[C:13]([C:15]3[CH:19]=[CH:18][N:17](COCC[Si](C)(C)C)[N:16]=3)[N:14]=2)[CH2:4][CH2:3]1. Product: [CH3:1][N:2]1[CH2:8][CH2:7][CH2:6][N:5]([C:9]2[C:10]([NH2:28])=[N:11][CH:12]=[C:13]([C:15]3[CH:19]=[CH:18][NH:17][N:16]=3)[N:14]=2)[CH2:4][CH2:3]1. The catalyst class is: 484. (6) Reactant: [NH2:1][CH2:2][C@@H:3]1[C@H:6]([NH:7][C:8](=[O:44])/[C:9](=[N:23]\[O:24][C:25]2([C:28]([O:30][CH:31]([C:38]3[CH:43]=[CH:42][CH:41]=[CH:40][CH:39]=3)[C:32]3[CH:37]=[CH:36][CH:35]=[CH:34][CH:33]=3)=[O:29])[CH2:27][CH2:26]2)/[C:10]2[N:11]=[C:12]([NH:15][C:16]([O:18][C:19]([CH3:22])([CH3:21])[CH3:20])=[O:17])[S:13][CH:14]=2)[C:5](=[O:45])[NH:4]1.O=[CH:47][CH2:48][NH:49][C:50](=[O:66])[O:51][CH2:52][CH:53]1[C:65]2[CH:64]=[CH:63][CH:62]=[CH:61][C:60]=2[C:59]2[C:54]1=[CH:55][CH:56]=[CH:57][CH:58]=2.C(O[BH-](OC(=O)C)OC(=O)C)(=O)C.[Na+]. Product: [CH:55]1[C:54]2[CH:53]([CH2:52][O:51][C:50]([NH:49][CH2:48][CH2:47][NH:1][CH2:2][C@@H:3]3[C@H:6]([NH:7][C:8](=[O:44])/[C:9](=[N:23]\[O:24][C:25]4([C:28]([O:30][CH:31]([C:38]5[CH:43]=[CH:42][CH:41]=[CH:40][CH:39]=5)[C:32]5[CH:37]=[CH:36][CH:35]=[CH:34][CH:33]=5)=[O:29])[CH2:27][CH2:26]4)/[C:10]4[N:11]=[C:12]([NH:15][C:16]([O:18][C:19]([CH3:22])([CH3:21])[CH3:20])=[O:17])[S:13][CH:14]=4)[C:5](=[O:45])[NH:4]3)=[O:66])[C:65]3[C:60](=[CH:61][CH:62]=[CH:63][CH:64]=3)[C:59]=2[CH:58]=[CH:57][CH:56]=1. The catalyst class is: 26. (7) Reactant: [NH2:1][C:2]1[N:7]=[C:6]([NH2:8])[C:5]([O:9][CH2:10][CH2:11][CH2:12][O:13][C:14]2[C:23]3[C:18](=[CH:19][CH:20]=[C:21]([F:24])[CH:22]=3)[N:17]=[CH:16][CH:15]=2)=[C:4]([CH2:25][CH3:26])[N:3]=1.[ClH:27]. Product: [ClH:27].[ClH:27].[NH2:1][C:2]1[N:7]=[C:6]([NH2:8])[C:5]([O:9][CH2:10][CH2:11][CH2:12][O:13][C:14]2[C:23]3[C:18](=[CH:19][CH:20]=[C:21]([F:24])[CH:22]=3)[N:17]=[CH:16][CH:15]=2)=[C:4]([CH2:25][CH3:26])[N:3]=1. The catalyst class is: 5.